From a dataset of Catalyst prediction with 721,799 reactions and 888 catalyst types from USPTO. Predict which catalyst facilitates the given reaction. (1) Reactant: [OH:1][C:2]1[CH:11]=[CH:10][C:5]([C:6]([NH:8][NH2:9])=[O:7])=[CH:4][CH:3]=1.[C:12](O[C:12]([O:14][C:15]([CH3:18])([CH3:17])[CH3:16])=[O:13])([O:14][C:15]([CH3:18])([CH3:17])[CH3:16])=[O:13].CCOCC. Product: [OH:1][C:2]1[CH:11]=[CH:10][C:5]([C:6]([NH:8][NH:9][C:12]([O:14][C:15]([CH3:18])([CH3:17])[CH3:16])=[O:13])=[O:7])=[CH:4][CH:3]=1. The catalyst class is: 1. (2) Reactant: C(OC(=O)[NH:7][CH:8]1[CH2:13][CH2:12][N:11]([CH2:14][C:15]([F:18])([F:17])[F:16])[CH2:10][CH2:9]1)(C)(C)C. Product: [F:18][C:15]([F:16])([F:17])[CH2:14][N:11]1[CH2:12][CH2:13][CH:8]([NH2:7])[CH2:9][CH2:10]1. The catalyst class is: 89. (3) Reactant: [CH2:1]([N:5]1[CH:9]=[CH:8][N:7]=[CH:6]1)[CH2:2][CH2:3][CH3:4].[Br:10][CH2:11][CH2:12][CH2:13][CH2:14][CH2:15][CH2:16][CH2:17][CH2:18][CH2:19][CH2:20][CH2:21][CH2:22][CH2:23][CH2:24][CH2:25][CH3:26]. Product: [Br-:10].[CH2:1]([N+:5]1[CH:9]=[CH:8][N:7]([CH2:26][CH2:25][CH2:24][CH2:23][CH2:22][CH2:21][CH2:20][CH2:19][CH2:18][CH2:17][CH2:16][CH2:15][CH2:14][CH2:13][CH2:12][CH3:11])[CH:6]=1)[CH2:2][CH2:3][CH3:4]. The catalyst class is: 11. (4) Reactant: Cl.[F:2][C:3]1[CH:4]=[C:5]([S:9]([C:12]2[CH:13]=[C:14]3[C:19](=[CH:20][CH:21]=2)[CH:18]([CH2:22][NH2:23])[CH2:17][CH2:16][CH2:15]3)(=[O:11])=[O:10])[CH:6]=[CH:7][CH:8]=1.[CH2:24]([O:31][C:32]([N:34]([CH2:36][C:37](O)=[O:38])[CH3:35])=[O:33])[C:25]1[CH:30]=[CH:29][CH:28]=[CH:27][CH:26]=1.ON1C2C=CC=CC=2N=N1.CC[N+](CCCN(C)C)=C=N.C(N(CC)CC)C. Product: [CH2:24]([O:31][C:32](=[O:33])[N:34]([CH2:36][C:37](=[O:38])[NH:23][CH2:22][CH:18]1[C:19]2[C:14](=[CH:13][C:12]([S:9]([C:5]3[CH:6]=[CH:7][CH:8]=[C:3]([F:2])[CH:4]=3)(=[O:11])=[O:10])=[CH:21][CH:20]=2)[CH2:15][CH2:16][CH2:17]1)[CH3:35])[C:25]1[CH:30]=[CH:29][CH:28]=[CH:27][CH:26]=1. The catalyst class is: 2.